Dataset: Reaction yield outcomes from USPTO patents with 853,638 reactions. Task: Predict the reaction yield, written as a fraction of the theoretical maximum amount of product (1.0 means a 100% yield; for example, 0.34 means a 34% yield). (1) The yield is 0.670. The catalyst is ClCCl. The reactants are S(Cl)([Cl:3])=O.[CH3:5][C:6]1[S:10][C:9]2[C:11]([CH2:15]O)=[CH:12][CH:13]=[CH:14][C:8]=2[CH:7]=1. The product is [Cl:3][CH2:15][C:11]1[C:9]2[S:10][C:6]([CH3:5])=[CH:7][C:8]=2[CH:14]=[CH:13][CH:12]=1. (2) The catalyst is C1COCC1.C(OCC)(=O)C. The reactants are [Br:1][C:2]1[CH:3]=[C:4]([CH:8]=[CH:9][N:10]=1)[C:5]([OH:7])=O.CN(C(ON1N=NC2C=CC=NC1=2)=[N+](C)C)C.F[P-](F)(F)(F)(F)F.CN1CCOCC1.[CH3:42][O:43][C:44]1[C:49]2[N:50]=[C:51]([NH2:53])[S:52][C:48]=2[C:47]([N:54]([CH3:61])[CH:55]2[CH2:60][CH2:59][O:58][CH2:57][CH2:56]2)=[CH:46][CH:45]=1. The product is [Br:1][C:2]1[CH:3]=[C:4]([CH:8]=[CH:9][N:10]=1)[C:5]([NH:53][C:51]1[S:52][C:48]2[C:47]([N:54]([CH3:61])[CH:55]3[CH2:56][CH2:57][O:58][CH2:59][CH2:60]3)=[CH:46][CH:45]=[C:44]([O:43][CH3:42])[C:49]=2[N:50]=1)=[O:7]. The yield is 0.630. (3) The reactants are [C:1]([C:3]1[C:8]([NH2:9])=[CH:7][CH:6]=[C:5]([CH3:10])[N:4]=1)#[CH:2].[F:11][C:12]1[CH:13]=[N:14][CH:15]=[C:16](I)[CH:17]=1. The catalyst is C(N(CC)CC)C.Cl[Pd](Cl)([P](C1C=CC=CC=1)(C1C=CC=CC=1)C1C=CC=CC=1)[P](C1C=CC=CC=1)(C1C=CC=CC=1)C1C=CC=CC=1. The product is [F:11][C:12]1[CH:17]=[C:16]([C:2]#[C:1][C:3]2[C:8]([NH2:9])=[CH:7][CH:6]=[C:5]([CH3:10])[N:4]=2)[CH:15]=[N:14][CH:13]=1. The yield is 0.220. (4) The reactants are [CH3:1][O:2][C:3](=[O:14])[C:4]1[CH:9]=[CH:8][C:7]([O:10]CC=C)=[CH:6][CH:5]=1.C(N(CC)[C:18]1[CH:23]=CC=C[CH:19]=1)C. The catalyst is C(OCC)C. The product is [CH2:23]([C:8]1[CH:9]=[C:4]([CH:5]=[CH:6][C:7]=1[OH:10])[C:3]([O:2][CH3:1])=[O:14])[CH:18]=[CH2:19]. The yield is 0.750. (5) The reactants are [N:1]1[C:5]2[CH:6]=[CH:7][C:8]([C:10]([OH:12])=O)=[CH:9][C:4]=2[NH:3][CH:2]=1.[CH2:13]([NH2:20])[C:14]1[CH:19]=[CH:18][CH:17]=[CH:16][CH:15]=1. No catalyst specified. The product is [CH2:13]([NH:20][C:10]([C:8]1[CH:7]=[CH:6][C:5]2[NH:1][CH:2]=[N:3][C:4]=2[CH:9]=1)=[O:12])[C:14]1[CH:19]=[CH:18][CH:17]=[CH:16][CH:15]=1. The yield is 0.660. (6) The reactants are [F:1][CH:2]([F:6])[C:3](O)=[O:4].CN(C(ON1N=NC2C=CC=CC1=2)=[N+](C)C)C.F[P-](F)(F)(F)(F)F.CCN(C(C)C)C(C)C.[O:40]1[CH2:45][CH2:44][N:43]([C:46]2[N:51]=[C:50]([N:52]3[CH2:57][CH2:56][O:55][CH2:54][CH2:53]3)[N:49]=[C:48]([C:58]3[CH:64]=[CH:63][C:61]([NH2:62])=[CH:60][CH:59]=3)[N:47]=2)[CH2:42][CH2:41]1. The catalyst is CN(C=O)C. The product is [N:43]1([C:46]2[N:51]=[C:50]([N:52]3[CH2:57][CH2:56][O:55][CH2:54][CH2:53]3)[N:49]=[C:48]([C:58]3[CH:64]=[CH:63][C:61]([NH:62][C:3](=[O:4])[CH:2]([F:6])[F:1])=[CH:60][CH:59]=3)[N:47]=2)[CH2:42][CH2:41][O:40][CH2:45][CH2:44]1. The yield is 0.460. (7) The reactants are [F:1][C:2]([F:13])([F:12])[C:3]1[CH:7]=[C:6]([C:8]([O:10][CH3:11])=[O:9])[NH:5][N:4]=1.[Br:14][CH2:15][CH2:16]Br.C([O-])([O-])=O.[K+].[K+]. The catalyst is CC#N. The product is [Br:14][CH2:15][CH2:16][N:5]1[C:6]([C:8]([O:10][CH3:11])=[O:9])=[CH:7][C:3]([C:2]([F:1])([F:12])[F:13])=[N:4]1. The yield is 0.780. (8) The reactants are COCCN(S(F)(F)F)CCOC.B(F)(F)F.CCOCC.[C:23]([C@@H:26]1[C@@H:34]2[C@@:29]([C:44]3[CH:49]=[C:48]([Br:50])[CH:47]=[CH:46][C:45]=3[F:51])([N:30]=[C:31]([NH:35][C:36](=[O:43])[C:37]3[CH:42]=[CH:41][CH:40]=[CH:39][CH:38]=3)[S:32][CH2:33]2)[CH2:28][O:27]1)(=O)[CH3:24].[FH:52].[FH:53].F.C(N(CC)CC)C.[Cl-].[NH4+]. The catalyst is ClCCl. The product is [Br:50][C:48]1[CH:47]=[CH:46][C:45]([F:51])=[C:44]([C@:29]23[CH2:28][O:27][C@H:26]([C:23]([F:53])([F:52])[CH3:24])[C@H:34]2[CH2:33][S:32][C:31]([NH:35][C:36](=[O:43])[C:37]2[CH:42]=[CH:41][CH:40]=[CH:39][CH:38]=2)=[N:30]3)[CH:49]=1. The yield is 0.640. (9) The reactants are [CH:1]1([CH2:4][N:5]2[C:9]([N:10]3[CH2:16][CH2:15][CH2:14][C@@H:13]([NH:17][C:18](=[O:23])[C:19]([F:22])([F:21])[F:20])[CH2:12][CH2:11]3)=[C:8]([N+:24]([O-])=O)[CH:7]=[N:6]2)[CH2:3][CH2:2]1.[C:27]([O:31][C:32]([NH:34][C:35]1[S:39][C:38]([C:40]2[C:45]([F:46])=[CH:44][CH:43]=[CH:42][C:41]=2[F:47])=[N:37][C:36]=1[C:48](O)=[O:49])=[O:33])([CH3:30])([CH3:29])[CH3:28]. No catalyst specified. The product is [F:47][C:41]1[CH:42]=[CH:43][CH:44]=[C:45]([F:46])[C:40]=1[C:38]1[S:39][C:35]([NH:34][C:32](=[O:33])[O:31][C:27]([CH3:29])([CH3:28])[CH3:30])=[C:36]([C:48](=[O:49])[NH:24][C:8]2[CH:7]=[N:6][N:5]([CH2:4][CH:1]3[CH2:3][CH2:2]3)[C:9]=2[N:10]2[CH2:16][CH2:15][CH2:14][C@@H:13]([NH:17][C:18](=[O:23])[C:19]([F:22])([F:21])[F:20])[CH2:12][CH2:11]2)[N:37]=1. The yield is 0.770. (10) The reactants are Cl[C:2]1[C:3]2[S:10][C:9]([S:11][CH3:12])=[CH:8][C:4]=2[N:5]=[CH:6][N:7]=1.[F:13][C:14]1[CH:19]=[C:18]([N+:20]([O-:22])=[O:21])[CH:17]=[CH:16][C:15]=1[OH:23].C([O-])([O-])=O.[K+].[K+]. The catalyst is O(C1C=CC=CC=1)C1C=CC=CC=1. The product is [F:13][C:14]1[CH:19]=[C:18]([N+:20]([O-:22])=[O:21])[CH:17]=[CH:16][C:15]=1[O:23][C:2]1[C:3]2[S:10][C:9]([S:11][CH3:12])=[CH:8][C:4]=2[N:5]=[CH:6][N:7]=1. The yield is 0.880.